This data is from Forward reaction prediction with 1.9M reactions from USPTO patents (1976-2016). The task is: Predict the product of the given reaction. (1) Given the reactants [CH2:1]([C:8]1([C:17]2[CH:22]=[CH:21][C:20]([F:23])=[C:19]([O:24][CH2:25][CH2:26][NH:27][S:28]([C:31]3[N:32]=[CH:33][N:34]([CH3:36])[CH:35]=3)(=[O:30])=[O:29])[CH:18]=2)[CH2:11][N:10]([C:12](OCC)=O)[CH2:9]1)[C:2]1[CH:7]=[CH:6][CH:5]=[CH:4][CH:3]=1.[H-].[Al+3].[Li+].[H-].[H-].[H-].[OH-].[Na+], predict the reaction product. The product is: [CH2:1]([C:8]1([C:17]2[CH:22]=[CH:21][C:20]([F:23])=[C:19]([CH:18]=2)[O:24][CH2:25][CH2:26][NH:27][S:28]([C:31]2[N:32]=[CH:33][N:34]([CH3:36])[CH:35]=2)(=[O:29])=[O:30])[CH2:11][N:10]([CH3:12])[CH2:9]1)[C:2]1[CH:3]=[CH:4][CH:5]=[CH:6][CH:7]=1. (2) Given the reactants [OH:1][C:2]1[CH:11]=[C:10]2[C:5]([CH2:6][CH2:7][CH:8]([CH2:12]O)[O:9]2)=[CH:4][CH:3]=1.C(Br)(Br)(Br)[Br:15].C1(P(C2C=CC=CC=2)C2C=CC=CC=2)C=CC=CC=1, predict the reaction product. The product is: [Br:15][CH2:12][CH:8]1[CH2:7][CH2:6][C:5]2[C:10](=[CH:11][C:2]([OH:1])=[CH:3][CH:4]=2)[O:9]1.